From a dataset of Catalyst prediction with 721,799 reactions and 888 catalyst types from USPTO. Predict which catalyst facilitates the given reaction. (1) Reactant: [F:1][C:2]1[CH:3]=[C:4]([NH:8][C:9]([C:11]2[NH:12][CH:13]=[CH:14][CH:15]=2)=[O:10])[CH:5]=[CH:6][CH:7]=1.[Cl:16][C:17]1[N:25]=[CH:24][CH:23]=[CH:22][C:18]=1[C:19](Cl)=[O:20].[Sn](Cl)(Cl)(Cl)Cl.[OH-].[Na+]. The catalyst class is: 48. Product: [F:1][C:2]1[CH:3]=[C:4]([NH:8][C:9]([C:11]2[NH:12][C:13]([C:19]([C:18]3[C:17]([Cl:16])=[N:25][CH:24]=[CH:23][CH:22]=3)=[O:20])=[CH:14][CH:15]=2)=[O:10])[CH:5]=[CH:6][CH:7]=1. (2) Reactant: [F:1][C:2]1[C:3]([C:13]([O:15][CH3:16])=[O:14])=[CH:4][C:5]([I:12])=[C:6]([CH2:8][C:9]([OH:11])=O)[CH:7]=1.[CH:17]([N:30]1[CH2:35][CH2:34][NH:33][CH2:32][CH2:31]1)([C:24]1[CH:29]=[CH:28][CH:27]=[CH:26][CH:25]=1)[C:18]1[CH:23]=[CH:22][CH:21]=[CH:20][CH:19]=1.Cl.CN(C)CCCN=C=NCC.N1C2C=CC=C(O)C=2N=N1.C(N(CC)CC)C. Product: [CH:17]([N:30]1[CH2:35][CH2:34][N:33]([C:9](=[O:11])[CH2:8][C:6]2[C:5]([I:12])=[CH:4][C:3]([C:13]([O:15][CH3:16])=[O:14])=[C:2]([F:1])[CH:7]=2)[CH2:32][CH2:31]1)([C:24]1[CH:29]=[CH:28][CH:27]=[CH:26][CH:25]=1)[C:18]1[CH:23]=[CH:22][CH:21]=[CH:20][CH:19]=1. The catalyst class is: 2. (3) Reactant: [OH-].[Na+].[CH2:3]([N:5]1[C:31]2[C:26](=[CH:27][CH:28]=[CH:29][CH:30]=2)[C:7]([CH2:8][C@@H:9]([C:22]([O:24]C)=[O:23])[NH:10][C:11](=[O:21])[CH:12]=[CH:13][C:14]2[CH:19]=[CH:18][CH:17]=[CH:16][C:15]=2[F:20])=[CH:6]1)[CH3:4]. Product: [CH2:3]([N:5]1[C:31]2[C:26](=[CH:27][CH:28]=[CH:29][CH:30]=2)[C:7]([CH2:8][C@@H:9]([C:22]([OH:24])=[O:23])[NH:10][C:11](=[O:21])[CH:12]=[CH:13][C:14]2[CH:19]=[CH:18][CH:17]=[CH:16][C:15]=2[F:20])=[CH:6]1)[CH3:4]. The catalyst class is: 5. (4) Reactant: [Cl:1][CH2:2][CH2:3][O:4][C:5]1[C:21]([O:22][CH3:23])=[CH:20][C:8]2[CH:9]=[C:10]3[C:15](=[CH:16][C:7]=2[CH:6]=1)[NH:14][CH:13]=[C:12]([C:17]#[N:18])[C:11]3=O.[Cl:24]CCOC1C(OC)=CC2C=C3C(C(=O)C(C#N)=CN3)=CC=2C=1.P(Cl)(Cl)(Cl)=O. Product: [Cl:24][C:11]1[C:10]2[C:15](=[CH:16][C:7]3[CH:6]=[C:5]([O:4][CH2:3][CH2:2][Cl:1])[C:21]([O:22][CH3:23])=[CH:20][C:8]=3[CH:9]=2)[N:14]=[CH:13][C:12]=1[C:17]#[N:18]. The catalyst class is: 9.